From a dataset of Reaction yield outcomes from USPTO patents with 853,638 reactions. Predict the reaction yield, written as a fraction of the theoretical maximum amount of product (1.0 means a 100% yield; for example, 0.34 means a 34% yield). The reactants are C(OC([N:8]1[CH2:14][CH2:13][CH2:12][C:11]2[CH:15]=[C:16](/[CH:19]=[CH:20]/[C:21]([O:23][CH3:24])=[O:22])[CH:17]=[CH:18][C:10]=2[CH2:9]1)=O)(C)(C)C.COC(=O)/C=C/C1C=CC2CCNCCC=2C=1. No catalyst specified. The product is [CH3:24][O:23][C:21](=[O:22])/[CH:20]=[CH:19]/[C:16]1[CH:17]=[CH:18][C:10]2[CH2:9][NH:8][CH2:14][CH2:13][CH2:12][C:11]=2[CH:15]=1. The yield is 0.930.